From a dataset of Catalyst prediction with 721,799 reactions and 888 catalyst types from USPTO. Predict which catalyst facilitates the given reaction. (1) The catalyst class is: 2. Product: [CH3:11][C:12]1[CH:25]=[C:24]2[C:19]([N:20]=[CH:21][CH:22]=[CH:23]2)=[C:18]2[C:13]=1[C:14]([S:28][CH3:29])=[CH:15][C:16]([CH:26]=[O:27])=[N:17]2. Reactant: C(Cl)(=O)C(Cl)=O.CS(C)=O.[CH3:11][C:12]1[CH:25]=[C:24]2[C:19]([N:20]=[CH:21][CH:22]=[CH:23]2)=[C:18]2[C:13]=1[C:14]([S:28][CH3:29])=[CH:15][C:16]([CH2:26][OH:27])=[N:17]2.C(N(CC)CC)C. (2) Reactant: C([O:8][C:9]1[CH:10]=[CH:11][C:12]([CH2:15][NH:16][CH2:17][C:18]2[C:23]([Cl:24])=[C:22]([CH3:25])[N:21]=[C:20]([CH3:26])[N:19]=2)=[N:13][CH:14]=1)C1C=CC=CC=1.Cl.C1CCC=CC=1. Product: [Cl:24][C:23]1[C:18]([CH2:17][NH:16][CH2:15][C:12]2[N:13]=[CH:14][C:9]([OH:8])=[CH:10][CH:11]=2)=[N:19][C:20]([CH3:26])=[N:21][C:22]=1[CH3:25]. The catalyst class is: 19.